Dataset: Full USPTO retrosynthesis dataset with 1.9M reactions from patents (1976-2016). Task: Predict the reactants needed to synthesize the given product. (1) Given the product [CH3:1][N:2]([CH3:26])[CH2:3][C:4]([NH:6][CH2:7][C:8]1([C:14]2[CH:19]=[CH:18][CH:17]=[C:16]([C:20]3[CH:21]=[N:22][N:23]([CH3:25])[CH:24]=3)[CH:15]=2)[CH2:13][CH2:12][N:11]([C:28]2[N:36]=[CH:35][N:34]=[C:33]3[C:29]=2[N:30]=[CH:31][NH:32]3)[CH2:10][CH2:9]1)=[O:5], predict the reactants needed to synthesize it. The reactants are: [CH3:1][N:2]([CH3:26])[CH2:3][C:4]([NH:6][CH2:7][C:8]1([C:14]2[CH:19]=[CH:18][CH:17]=[C:16]([C:20]3[CH:21]=[N:22][N:23]([CH3:25])[CH:24]=3)[CH:15]=2)[CH2:13][CH2:12][NH:11][CH2:10][CH2:9]1)=[O:5].Cl[C:28]1[N:36]=[CH:35][N:34]=[C:33]2[C:29]=1[NH:30][CH:31]=[N:32]2.C(N(CC)CC)C. (2) Given the product [Br:28][C:29]1[CH:40]=[C:33]([C:34]([C:15]2[C:16]3[CH:17]=[N:18][CH:19]=[CH:20][C:21]=3[N:13]([C:10]([CH3:12])([CH3:11])[CH2:9][O:8][Si:1]([C:4]([CH3:7])([CH3:6])[CH3:5])([CH3:3])[CH3:2])[CH:14]=2)=[O:35])[CH:32]=[N:31][CH:30]=1, predict the reactants needed to synthesize it. The reactants are: [Si:1]([O:8][CH2:9][C:10]([N:13]1[C:21]2[CH:20]=[CH:19][N:18]=[CH:17][C:16]=2[C:15](I)=[CH:14]1)([CH3:12])[CH3:11])([C:4]([CH3:7])([CH3:6])[CH3:5])([CH3:3])[CH3:2].C([Mg]Cl)(C)C.[Br:28][C:29]1[CH:30]=[N:31][CH:32]=[C:33]([CH:40]=1)[C:34](N(OC)C)=[O:35]. (3) Given the product [CH2:1]([N:3]1[C:7]([O:8][C:9]2[C:10]([NH:22][C:23]3[S:27][N:26]=[C:25]([C@H:28]([OH:29])[CH2:32][OH:31])[N:24]=3)=[N:11][CH:12]=[C:13]([S:15][C:16]3[CH:21]=[CH:20][CH:19]=[CH:18][N:17]=3)[CH:14]=2)=[CH:6][CH:5]=[N:4]1)[CH3:2], predict the reactants needed to synthesize it. The reactants are: [CH2:1]([N:3]1[C:7]([O:8][C:9]2[C:10]([NH:22][C:23]3[S:27][N:26]=[C:25]([C@H:28]4[CH2:32][O:31]C5(CCCCC5)[O:29]4)[N:24]=3)=[N:11][CH:12]=[C:13]([S:15][C:16]3[CH:21]=[CH:20][CH:19]=[CH:18][N:17]=3)[CH:14]=2)=[CH:6][CH:5]=[N:4]1)[CH3:2].O.Cl.